The task is: Predict hERG channel inhibition at various concentrations.. This data is from hERG Central: cardiac toxicity at 1µM, 10µM, and general inhibition. (1) The molecule is Cc1c(CC(=O)NCCCC(=O)O)c(=O)oc2cc3c(cc12)CCC(C)(C)O3. Results: hERG_inhib (hERG inhibition (general)): blocker. (2) The molecule is C=CCn1cc(C(=O)NCCN(CC)CC)c(=O)c2cc(S(=O)(=O)N3CCCCCC3)ccc21. Results: hERG_inhib (hERG inhibition (general)): blocker. (3) The compound is O=C(COc1ccc(Cl)cc1Cl)NCCCNC(=O)c1cnccn1. Results: hERG_inhib (hERG inhibition (general)): blocker. (4) The drug is COCC(=O)Nc1nc2n(n1)C(c1ccc(Cl)cc1)CC(c1ccc(OC)cc1)N2. Results: hERG_inhib (hERG inhibition (general)): blocker.